Dataset: Peptide-MHC class I binding affinity with 185,985 pairs from IEDB/IMGT. Task: Regression. Given a peptide amino acid sequence and an MHC pseudo amino acid sequence, predict their binding affinity value. This is MHC class I binding data. (1) The peptide sequence is STPRPLRL. The MHC is Mamu-A02 with pseudo-sequence Mamu-A02. The binding affinity (normalized) is 0.284. (2) The MHC is HLA-A24:02 with pseudo-sequence HLA-A24:02. The binding affinity (normalized) is 0.187. The peptide sequence is KTSTLIFFV. (3) The peptide sequence is VINVYVKF. The MHC is Mamu-B52 with pseudo-sequence Mamu-B52. The binding affinity (normalized) is 0.202. (4) The peptide sequence is RRQWVLAFR. The MHC is HLA-B15:01 with pseudo-sequence HLA-B15:01. The binding affinity (normalized) is 0.0847. (5) The peptide sequence is ELLEPLYDV. The MHC is HLA-A02:01 with pseudo-sequence HLA-A02:01. The binding affinity (normalized) is 0.936. (6) The peptide sequence is PRYTGTNN. The MHC is Mamu-B03 with pseudo-sequence Mamu-B03. The binding affinity (normalized) is 0. (7) The peptide sequence is FPISHLYIL. The MHC is HLA-B51:01 with pseudo-sequence HLA-B51:01. The binding affinity (normalized) is 0.828. (8) The peptide sequence is WATSSFREK. The MHC is HLA-A03:01 with pseudo-sequence HLA-A03:01. The binding affinity (normalized) is 0.210. (9) The peptide sequence is QSLRRLSSV. The MHC is H-2-Db with pseudo-sequence H-2-Db. The binding affinity (normalized) is 0. (10) The peptide sequence is KTAVNMLTH. The MHC is HLA-A03:01 with pseudo-sequence HLA-A03:01. The binding affinity (normalized) is 0.786.